This data is from Full USPTO retrosynthesis dataset with 1.9M reactions from patents (1976-2016). The task is: Predict the reactants needed to synthesize the given product. (1) Given the product [NH2:1][C@H:2]([C:3]([OH:5])=[O:4])[CH2:6][CH2:7][C:8]([NH:10][C@H:11]([C:14]([NH:16][CH2:17][C:18]([OH:20])=[O:19])=[O:15])[CH2:12][S:13][N:22]=[O:23])=[O:9], predict the reactants needed to synthesize it. The reactants are: [NH2:1][C@@H:2]([CH2:6][CH2:7][C:8]([NH:10][C@H:11]([C:14]([NH:16][CH2:17][C:18]([OH:20])=[O:19])=[O:15])[CH2:12][SH:13])=[O:9])[C:3]([OH:5])=[O:4].Cl.[N:22]([O-])=[O:23].[Na+]. (2) Given the product [Cl:1][C:2]1[CH:7]=[CH:6][N:5]=[CH:4][C:3]=1[NH:8][C:17](=[O:23])[C:18]([O:20][CH2:21][CH3:22])=[O:19], predict the reactants needed to synthesize it. The reactants are: [Cl:1][C:2]1[CH:7]=[CH:6][N:5]=[CH:4][C:3]=1[NH2:8].CCN(CC)CC.Cl[C:17](=[O:23])[C:18]([O:20][CH2:21][CH3:22])=[O:19]. (3) Given the product [ClH:12].[Cl:12][C:11]1[CH:7]=[C:3]([C:4]([NH2:6])=[O:5])[C:1](=[NH:2])[N:16]([CH2:17][C:18]2[CH:23]=[C:22]([F:24])[CH:21]=[CH:20][C:19]=2[S:25](=[O:27])(=[O:26])[NH:28][CH3:29])[CH:10]=1, predict the reactants needed to synthesize it. The reactants are: [C:1]([CH:3]([CH:7]1[C:11]([Cl:12])=[C:10](Cl)C(=O)O1)[C:4]([NH2:6])=[O:5])#[N:2].Cl.[NH2:16][CH2:17][C:18]1[CH:23]=[C:22]([F:24])[CH:21]=[CH:20][C:19]=1[S:25]([NH:28][CH3:29])(=[O:27])=[O:26].C(N(CC)CC)C. (4) Given the product [C:37]([O:36][C:34](=[O:35])[NH:33][C@@H:29]([C@H:26]1[CH2:27][CH2:28][C@H:23]([NH:22][C:20]([C:15]2[C:14]([NH2:13])=[N:19][CH:18]=[CH:17][N:16]=2)=[O:21])[CH2:24][CH2:25]1)[C:30](=[O:31])[N:43]1[CH2:44][CH2:45][S:41][CH2:42]1)([CH3:38])([CH3:40])[CH3:39], predict the reactants needed to synthesize it. The reactants are: Cl.CN(C)CCCN=C=NCC.[NH2:13][C:14]1[C:15]([C:20]([NH:22][C@H:23]2[CH2:28][CH2:27][C@H:26]([C@H:29]([NH:33][C:34]([O:36][C:37]([CH3:40])([CH3:39])[CH3:38])=[O:35])[C:30](O)=[O:31])[CH2:25][CH2:24]2)=[O:21])=[N:16][CH:17]=[CH:18][N:19]=1.[S:41]1[CH2:45][CH2:44][NH:43][CH2:42]1.OC1C2N=NNC=2C=CC=1. (5) Given the product [CH3:1][O:2][C:3]1[CH:4]=[C:5]2[C:9](=[CH:10][C:11]=1[O:12][CH3:13])[N:8]([CH2:14][C:15]([N:31]1[CH2:32][CH2:33][CH:28]([OH:27])[CH2:29][CH2:30]1)=[O:17])[CH:7]=[C:6]2[C:18]1[NH:26][C:21]2=[N:22][CH:23]=[CH:24][CH:25]=[C:20]2[CH:19]=1, predict the reactants needed to synthesize it. The reactants are: [CH3:1][O:2][C:3]1[CH:4]=[C:5]2[C:9](=[CH:10][C:11]=1[O:12][CH3:13])[N:8]([CH2:14][C:15]([OH:17])=O)[CH:7]=[C:6]2[C:18]1[NH:26][C:21]2=[N:22][CH:23]=[CH:24][CH:25]=[C:20]2[CH:19]=1.[OH:27][CH:28]1[CH2:33][CH2:32][NH:31][CH2:30][CH2:29]1. (6) Given the product [CH2:26]([N:14]([CH2:15][CH2:16][C:17]1[C:25]2[C:20](=[CH:21][CH:22]=[CH:23][CH:24]=2)[NH:19][CH:18]=1)[C:4]1[N:3]=[C:2]([NH:28][C:29]2[CH:34]=[CH:33][C:32]([CH3:35])=[CH:31][CH:30]=2)[CH:7]=[C:6]([N:8]2[CH2:9][CH2:10][CH2:11][CH2:12][CH2:13]2)[N:5]=1)[CH3:27], predict the reactants needed to synthesize it. The reactants are: Cl[C:2]1[CH:7]=[C:6]([N:8]2[CH2:13][CH2:12][CH2:11][CH2:10][CH2:9]2)[N:5]=[C:4]([N:14]([CH2:26][CH3:27])[CH2:15][CH2:16][C:17]2[C:25]3[C:20](=[CH:21][CH:22]=[CH:23][CH:24]=3)[NH:19][CH:18]=2)[N:3]=1.[NH2:28][C:29]1[CH:34]=[CH:33][C:32]([CH3:35])=[CH:31][CH:30]=1.